Dataset: NCI-60 drug combinations with 297,098 pairs across 59 cell lines. Task: Regression. Given two drug SMILES strings and cell line genomic features, predict the synergy score measuring deviation from expected non-interaction effect. (1) Drug 1: CC1=C(C(CCC1)(C)C)C=CC(=CC=CC(=CC(=O)O)C)C. Drug 2: N.N.Cl[Pt+2]Cl. Cell line: HOP-92. Synergy scores: CSS=49.2, Synergy_ZIP=0.460, Synergy_Bliss=-1.01, Synergy_Loewe=-12.5, Synergy_HSA=-5.61. (2) Synergy scores: CSS=9.82, Synergy_ZIP=-4.22, Synergy_Bliss=-0.851, Synergy_Loewe=-15.1, Synergy_HSA=-5.29. Drug 1: C1C(C(OC1N2C=C(C(=O)NC2=O)F)CO)O. Drug 2: C1C(C(OC1N2C=NC3=C2NC=NCC3O)CO)O. Cell line: K-562. (3) Drug 1: CC(C1=C(C=CC(=C1Cl)F)Cl)OC2=C(N=CC(=C2)C3=CN(N=C3)C4CCNCC4)N. Drug 2: CCC1(CC2CC(C3=C(CCN(C2)C1)C4=CC=CC=C4N3)(C5=C(C=C6C(=C5)C78CCN9C7C(C=CC9)(C(C(C8N6C)(C(=O)OC)O)OC(=O)C)CC)OC)C(=O)OC)O.OS(=O)(=O)O. Cell line: TK-10. Synergy scores: CSS=17.7, Synergy_ZIP=4.65, Synergy_Bliss=11.0, Synergy_Loewe=-3.83, Synergy_HSA=10.9. (4) Drug 1: CC1=CC=C(C=C1)C2=CC(=NN2C3=CC=C(C=C3)S(=O)(=O)N)C(F)(F)F. Drug 2: COCCOC1=C(C=C2C(=C1)C(=NC=N2)NC3=CC=CC(=C3)C#C)OCCOC.Cl. Cell line: OVCAR-5. Synergy scores: CSS=1.73, Synergy_ZIP=-0.802, Synergy_Bliss=1.87, Synergy_Loewe=-4.07, Synergy_HSA=-1.15.